Predict the product of the given reaction. From a dataset of Forward reaction prediction with 1.9M reactions from USPTO patents (1976-2016). Given the reactants CN(C)C=O.[S:6]1([C:17]2[C:12](=[CH:13][CH:14]=[CH:15][CH:16]=2)[C:10](=[O:11])[NH:9]1)(=[O:8])=[O:7].[Na], predict the reaction product. The product is: [S:6]1([C:17]2[C:12](=[CH:13][CH:14]=[CH:15][CH:16]=2)[C:10](=[O:11])[NH:9]1)(=[O:7])=[O:8].